This data is from Full USPTO retrosynthesis dataset with 1.9M reactions from patents (1976-2016). The task is: Predict the reactants needed to synthesize the given product. (1) Given the product [CH3:8][C:9]1[CH:14]=[CH:13][CH:12]=[CH:11][C:10]=1[CH:2]1[CH2:7][CH2:6][CH2:5][CH2:4][CH2:3]1, predict the reactants needed to synthesize it. The reactants are: Br[CH:2]1[CH2:7][CH2:6][CH2:5][CH2:4][CH2:3]1.[CH3:8][C:9]1[CH:14]=[CH:13][CH:12]=[CH:11][C:10]=1[Mg]Br.N1C=CN=CC=1. (2) Given the product [C:19]([O:23][C:24](=[O:47])[N:25]([CH2:30][C:31]1[CH:36]=[CH:35][C:34]([Cl:37])=[C:33]([CH2:38][OH:39])[CH:32]=1)[CH2:26][CH:27]1[CH2:29][CH2:28]1)([CH3:22])([CH3:20])[CH3:21], predict the reactants needed to synthesize it. The reactants are: CCCC[N+](CCCC)(CCCC)CCCC.[F-].[C:19]([O:23][C:24](=[O:47])[N:25]([CH2:30][C:31]1[CH:36]=[CH:35][C:34]([Cl:37])=[C:33]([C:38](C)(C)[O:39][SiH2]C(C)(C)C)[CH:32]=1)[CH2:26][CH:27]1[CH2:29][CH2:28]1)([CH3:22])([CH3:21])[CH3:20].CCOC(C)=O. (3) Given the product [CH3:1][O:2][C:3]1[CH:8]=[CH:7][C:6]([C:13]2[N:18]=[CH:17][CH:16]=[CH:15][N:14]=2)=[CH:5][CH:4]=1, predict the reactants needed to synthesize it. The reactants are: [CH3:1][O:2][C:3]1[CH:8]=[CH:7][C:6](B(O)O)=[CH:5][CH:4]=1.Br[C:13]1[N:18]=[CH:17][CH:16]=[CH:15][N:14]=1.C(=O)([O-])[O-].[Cs+].[Cs+]. (4) The reactants are: Cl[C:2]1[S:3][CH:4]=[CH:5][C:6]=1[N+:7]([O-])=O.C([Sn](CCCC)(CCCC)[C:15]1[N:16]=[CH:17][S:18][CH:19]=1)CCC. Given the product [S:18]1[CH:19]=[C:15]([C:2]2[S:3][CH:4]=[CH:5][C:6]=2[NH2:7])[N:16]=[CH:17]1, predict the reactants needed to synthesize it. (5) Given the product [CH2:1]([O:13][C:14]1[C:19]([F:20])=[CH:18][C:17]2[C:16]([CH:15]=1)=[N:22][S:23][N:21]=2)[CH2:2][CH2:3][CH2:4][CH2:5][CH2:6][CH2:7][CH2:8][CH2:9][CH2:10][CH2:11][CH3:12], predict the reactants needed to synthesize it. The reactants are: [CH2:1]([O:13][C:14]1[CH:15]=[C:16]([NH2:22])[C:17]([NH2:21])=[CH:18][C:19]=1[F:20])[CH2:2][CH2:3][CH2:4][CH2:5][CH2:6][CH2:7][CH2:8][CH2:9][CH2:10][CH2:11][CH3:12].[S:23](=NC1C=CC=CC=1)=O.Cl[Si](C)(C)C.C([O-])(O)=O.[Na+]. (6) Given the product [CH3:1][O:2][C:3]1[CH:12]=[CH:11][C:10]2[C:5](=[CH:6][CH:7]=[C:8]([C:13]3[C:21]4[C:16](=[CH:17][CH:18]=[C:19]([C:22]#[N:23])[CH:20]=4)[NH:15][N:14]=3)[CH:9]=2)[N:4]=1, predict the reactants needed to synthesize it. The reactants are: [CH3:1][O:2][C:3]1[CH:12]=[CH:11][C:10]2[C:5](=[CH:6][CH:7]=[C:8]([C:13]3[C:21]4[C:16](=[CH:17][CH:18]=[C:19]([C:22]#[N:23])[CH:20]=4)[N:15](C4CCCCO4)[N:14]=3)[CH:9]=2)[N:4]=1. (7) Given the product [CH3:15][O:14][C:11]1[CH:12]=[CH:13][C:8]([C:7]2[C:2]([N:16]3[CH2:21][CH2:20][NH:19][CH2:18][CH2:17]3)=[N:3][CH:4]=[CH:5][N:6]=2)=[CH:9][CH:10]=1, predict the reactants needed to synthesize it. The reactants are: Cl[C:2]1[C:7]([C:8]2[CH:13]=[CH:12][C:11]([O:14][CH3:15])=[CH:10][CH:9]=2)=[N:6][CH:5]=[CH:4][N:3]=1.[NH:16]1[CH2:21][CH2:20][NH:19][CH2:18][CH2:17]1.